This data is from Reaction yield outcomes from USPTO patents with 853,638 reactions. The task is: Predict the reaction yield, written as a fraction of the theoretical maximum amount of product (1.0 means a 100% yield; for example, 0.34 means a 34% yield). (1) The reactants are O[C:2]1[C:7]([NH:8][C:9](=[O:17])[C:10]2[CH:15]=[CH:14][C:13]([F:16])=[CH:12][CH:11]=2)=[C:6](O)[N:5]=[CH:4][N:3]=1.C(N(C(C)C)CC)(C)C.O=P(Cl)(Cl)[Cl:30]. No catalyst specified. The product is [Cl:30][C:6]1[C:7]2[N:8]=[C:9]([C:10]3[CH:11]=[CH:12][C:13]([F:16])=[CH:14][CH:15]=3)[O:17][C:2]=2[N:3]=[CH:4][N:5]=1. The yield is 0.300. (2) The reactants are [F:1][C:2]([F:7])(F)[C:3](O)=O.FC(F)(F)C(O)=O.[O:15]1[CH2:18][CH:17]([N:19]2[CH:23]=[C:22]([C:24]3[N:29]=[C:28]([C:30]4[CH:31]=[N:32][N:33]([C:35]5([CH2:39][C:40]#[N:41])[CH2:38][NH:37][CH2:36]5)[CH:34]=4)[N:27]4[CH:42]=[CH:43][N:44]=[C:26]4[CH:25]=3)[CH:21]=[N:20]2)[CH2:16]1.FC(F)(F)S(OCC(F)F)(=O)=O.C(N(C(C)C)C(C)C)C. The catalyst is CN(C=O)C. The product is [F:1][CH:2]([F:7])[CH2:3][N:37]1[CH2:36][C:35]([CH2:39][C:40]#[N:41])([N:33]2[CH:34]=[C:30]([C:28]3[N:27]4[CH:42]=[CH:43][N:44]=[C:26]4[CH:25]=[C:24]([C:22]4[CH:21]=[N:20][N:19]([CH:17]5[CH2:16][O:15][CH2:18]5)[CH:23]=4)[N:29]=3)[CH:31]=[N:32]2)[CH2:38]1. The yield is 0.120. (3) The reactants are [F:1][C:2]1[CH:13]=[CH:12][C:5]2[NH:6][C:7](=[O:11])[O:8][C:9](=[O:10])[C:4]=2[CH:3]=1.[H-].[Na+].[CH3:16]I. The catalyst is CN(C=O)C. The product is [F:1][C:2]1[CH:13]=[CH:12][C:5]2[N:6]([CH3:16])[C:7](=[O:11])[O:8][C:9](=[O:10])[C:4]=2[CH:3]=1. The yield is 0.570. (4) The reactants are C1COCC1.C[O:7][C:8](=[O:31])[C:9]1[CH:14]=[CH:13][C:12]([C:15](=[C:23]2[CH2:28][CH2:27][C:26]([CH3:30])([CH3:29])[CH2:25][CH2:24]2)[C:16]2[CH:21]=[CH:20][C:19]([OH:22])=[CH:18][CH:17]=2)=[CH:11][CH:10]=1.[OH-].[Na+]. The catalyst is C(O)C. The product is [CH3:29][C:26]1([CH3:30])[CH2:25][CH2:24][C:23](=[C:15]([C:16]2[CH:21]=[CH:20][C:19]([OH:22])=[CH:18][CH:17]=2)[C:12]2[CH:13]=[CH:14][C:9]([C:8]([OH:31])=[O:7])=[CH:10][CH:11]=2)[CH2:28][CH2:27]1. The yield is 0.850. (5) The reactants are [Li+].[BH4-].[CH2:3]([O:10][N:11]1[C:17](=[O:18])[N:16]2[CH2:19][C@H:12]1[CH2:13][CH2:14][C@H:15]2[C:20](OCC)=[O:21])[C:4]1[CH:9]=[CH:8][CH:7]=[CH:6][CH:5]=1. The catalyst is CO. The product is [CH2:3]([O:10][N:11]1[C:17](=[O:18])[N:16]2[CH2:19][C@H:12]1[CH2:13][CH2:14][C@H:15]2[CH2:20][OH:21])[C:4]1[CH:5]=[CH:6][CH:7]=[CH:8][CH:9]=1. The yield is 0.880. (6) The reactants are [CH:1]1([N:7]2[CH2:11][CH:10]([CH2:12][OH:13])[CH:9]([CH2:14][C:15]3[C:20]([Cl:21])=[CH:19][CH:18]=[CH:17][C:16]=3[Cl:22])[C:8]2=[O:23])[CH2:6][CH2:5][CH2:4][CH2:3][CH2:2]1.[C:24]1(O)[CH:29]=[CH:28][CH:27]=[CH:26][CH:25]=1.C1(P(C2C=CC=CC=2)C2C=CC=CC=2)C=CC=CC=1.N(C(OCC)=O)=NC(OCC)=O. The catalyst is O1CCCC1. The product is [CH:1]1([N:7]2[CH2:11][CH:10]([CH2:12][O:13][C:24]3[CH:29]=[CH:28][CH:27]=[CH:26][CH:25]=3)[CH:9]([CH2:14][C:15]3[C:20]([Cl:21])=[CH:19][CH:18]=[CH:17][C:16]=3[Cl:22])[C:8]2=[O:23])[CH2:2][CH2:3][CH2:4][CH2:5][CH2:6]1. The yield is 0.680.